Predict the reaction yield, written as a fraction of the theoretical maximum amount of product (1.0 means a 100% yield; for example, 0.34 means a 34% yield). From a dataset of Reaction yield outcomes from USPTO patents with 853,638 reactions. (1) The reactants are [OH:1][CH:2]([CH3:9])[C:3]([O:5][CH2:6][CH:7]=[CH2:8])=[O:4].C(N(CC)CC)C.[CH3:17][Si:18](Cl)([CH3:20])[CH3:19]. The catalyst is C1(C)C=CC=CC=1. The product is [CH3:17][Si:18]([CH3:20])([CH3:19])[O:1][CH:2]([CH3:9])[C:3]([O:5][CH2:6][CH:7]=[CH2:8])=[O:4]. The yield is 0.520. (2) The reactants are FC(F)(F)S(O[C:7]1[C:16]2[CH2:15][C@@H:14]([N:17]([CH3:24])[C:18](=[O:23])[C:19]([F:22])([F:21])[F:20])[CH2:13][CH2:12][C:11]=2[C:10]([S:25]([NH:28][C:29]2[CH:34]=[CH:33][C:32]([C:35]([F:38])([F:37])[F:36])=[CH:31][CH:30]=2)(=[O:27])=[O:26])=[CH:9][CH:8]=1)(=O)=O.C(N(CC)CC)C.C(O)=O.C1(P(C2C=CC=CC=2)C2C=CC=CC=2)C=CC=CC=1. The catalyst is CN(C=O)C.C(OCC)C.ClCCl.C([O-])(=O)C.C([O-])(=O)C.[Pd+2]. The product is [F:22][C:19]([F:20])([F:21])[C:18]([N:17]([CH3:24])[C@H:14]1[CH2:13][CH2:12][C:11]2[C:16](=[CH:7][CH:8]=[CH:9][C:10]=2[S:25]([NH:28][C:29]2[CH:34]=[CH:33][C:32]([C:35]([F:36])([F:37])[F:38])=[CH:31][CH:30]=2)(=[O:26])=[O:27])[CH2:15]1)=[O:23]. The yield is 0.680. (3) The reactants are C1N=CN(C(N2C=NC=C2)=O)C=1.OC(C(F)(F)F)=O.[CH:20]1([C:26]2[C:27]3[CH:28]=[CH:29][C:30]([C:57](OC(C)(C)C)=[O:58])=[CH:31][C:32]=3[N:33]3[CH2:39][C:38]([C:40]([N:42]4[CH:47]5[CH2:48][CH2:49][CH:43]4[CH2:44][N:45]([CH3:50])[CH2:46]5)=[O:41])=[CH:37][C:36]4[CH:51]=[C:52]([O:55][CH3:56])[CH:53]=[CH:54][C:35]=4[C:34]=23)[CH2:25][CH2:24][CH2:23][CH2:22][CH2:21]1.[CH3:64][CH:65]([S:67]([NH2:70])(=[O:69])=[O:68])[CH3:66].C1CCN2C(=NCCC2)CC1. The catalyst is C1COCC1. The product is [CH:20]1([C:26]2[C:27]3[CH:28]=[CH:29][C:30]([C:57]([NH:70][S:67]([CH:65]([CH3:66])[CH3:64])(=[O:69])=[O:68])=[O:58])=[CH:31][C:32]=3[N:33]3[CH2:39][C:38]([C:40]([N:42]4[CH:43]5[CH2:49][CH2:48][CH:47]4[CH2:46][N:45]([CH3:50])[CH2:44]5)=[O:41])=[CH:37][C:36]4[CH:51]=[C:52]([O:55][CH3:56])[CH:53]=[CH:54][C:35]=4[C:34]=23)[CH2:21][CH2:22][CH2:23][CH2:24][CH2:25]1. The yield is 0.430. (4) The product is [I:25][C:22]1[CH:23]=[CH:24][C:19]([O:18][CH2:17][CH2:16][CH2:15][CH2:14][N:3]2[CH2:4][CH2:5][CH2:6][C@H:2]2[CH3:1])=[CH:20][CH:21]=1. The reactants are [CH3:1][C@@H:2]1[CH2:6][CH2:5][CH2:4][NH:3]1.C(=O)([O-])[O-].[Cs+].[Cs+].Cl[CH2:14][CH2:15][CH2:16][CH2:17][O:18][C:19]1[CH:24]=[CH:23][C:22]([I:25])=[CH:21][CH:20]=1. The catalyst is C(#N)C. The yield is 0.890. (5) The reactants are [CH3:1][CH:2]1[NH:7][CH:6]([CH3:8])[CH2:5][N:4]([CH2:9][CH2:10][CH2:11][C:12]2[C:20]3[CH2:19][CH2:18][CH2:17][CH2:16][C:15]=3[NH:14][C:13]=2[CH:21]=O)[CH2:3]1.[CH3:23][NH:24][S:25]([C:28]1[CH:29]=[C:30]2[C:34](=[CH:35][CH:36]=1)[NH:33][C:32](=[O:37])[CH2:31]2)(=[O:27])=[O:26]. No catalyst specified. The product is [CH3:23][NH:24][S:25]([C:28]1[CH:29]=[C:30]2[C:34](=[CH:35][CH:36]=1)[NH:33][C:32](=[O:37])/[C:31]/2=[CH:21]\[C:13]1[NH:14][C:15]2[CH2:16][CH2:17][CH2:18][CH2:19][C:20]=2[C:12]=1[CH2:11][CH2:10][CH2:9][N:4]1[CH2:5][CH:6]([CH3:8])[NH:7][CH:2]([CH3:1])[CH2:3]1)(=[O:27])=[O:26]. The yield is 0.600. (6) The reactants are [O:1]1[CH:5]=[CH:4][CH:3]=[C:2]1[C:6]1[O:7][C:8]([CH3:37])=[C:9]([CH2:11][O:12][C:13]2[CH:36]=[CH:35][C:16]([CH2:17][C:18]3[O:19][C:20]([C:29]4[CH:34]=[CH:33][CH:32]=[CH:31][CH:30]=4)=[C:21]([CH2:23][CH2:24][C:25]([O:27]C)=[O:26])[N:22]=3)=[CH:15][CH:14]=2)[N:10]=1.O.[OH-].[Li+].O1CCCC1.Cl. The catalyst is CO.O. The product is [O:1]1[CH:5]=[CH:4][CH:3]=[C:2]1[C:6]1[O:7][C:8]([CH3:37])=[C:9]([CH2:11][O:12][C:13]2[CH:14]=[CH:15][C:16]([CH2:17][C:18]3[O:19][C:20]([C:29]4[CH:34]=[CH:33][CH:32]=[CH:31][CH:30]=4)=[C:21]([CH2:23][CH2:24][C:25]([OH:27])=[O:26])[N:22]=3)=[CH:35][CH:36]=2)[N:10]=1. The yield is 0.940. (7) The reactants are [CH3:1][O:2][C:3]1[CH:4]=[C:5]2[C:10](=[CH:11][C:12]=1[N+:13]([O-])=O)[NH:9][C:8](=[O:16])[NH:7][C:6]2=[O:17].CO.C(O)(=O)C. The catalyst is O1CCCC1.[Pd]. The product is [NH2:13][C:12]1[CH:11]=[C:10]2[C:5]([C:6](=[O:17])[NH:7][C:8](=[O:16])[NH:9]2)=[CH:4][C:3]=1[O:2][CH3:1]. The yield is 1.00. (8) The reactants are [OH:1][CH2:2][C:3]1[C:12]([C:13]2[CH:18]=[CH:17][C:16]([O:19][CH2:20][O:21][CH3:22])=[CH:15][C:14]=2[O:23][CH3:24])=[CH:11][CH:10]=[C:9]2[C:4]=1[C:5]([CH3:27])=[CH:6][C:7]([CH3:26])([CH3:25])[NH:8]2.[F:28][C:29]1[CH:30]=[CH:31][C:32]([CH3:36])=[C:33](O)[CH:34]=1.C(P(CCCC)CCCC)CCC.N(C(N1CCCCC1)=O)=NC(N1CCCCC1)=O. The catalyst is C1C=CC=CC=1.CCCCCC. The product is [F:28][C:29]1[CH:34]=[CH:33][C:32]([CH3:36])=[C:31]([CH:30]=1)[O:1][CH2:2][C:3]1[C:12]([C:13]2[CH:18]=[CH:17][C:16]([O:19][CH2:20][O:21][CH3:22])=[CH:15][C:14]=2[O:23][CH3:24])=[CH:11][CH:10]=[C:9]2[C:4]=1[C:5]([CH3:27])=[CH:6][C:7]([CH3:26])([CH3:25])[NH:8]2. The yield is 0.620. (9) The reactants are [Br:1][C:2]1[CH:7]=[CH:6][C:5]([CH2:8][C:9]([OH:11])=O)=[CH:4][CH:3]=1.S(Cl)([Cl:14])=O. No catalyst specified. The product is [Br:1][C:2]1[CH:7]=[CH:6][C:5]([CH2:8][C:9]([Cl:14])=[O:11])=[CH:4][CH:3]=1. The yield is 1.00. (10) The reactants are [Br-].[CH2:2]([N+:9]1[CH:14]=[CH:13][CH:12]=[C:11]([OH:15])[C:10]=1[C:16]1[CH:21]=[CH:20][CH:19]=[CH:18][CH:17]=1)[C:3]1[CH:8]=[CH:7][CH:6]=[CH:5][CH:4]=1.[CH:22]([S:24]([C:27]1[CH:32]=[CH:31][CH:30]=[CH:29][CH:28]=1)(=[O:26])=[O:25])=[CH2:23].C(N(CC)CC)C.C([O-])(O)=O.[Na+]. The catalyst is O1CCOCC1. The product is [CH2:2]([N:9]1[C@@H:14]2[C@H:22]([S:24]([C:27]3[CH:32]=[CH:31][CH:30]=[CH:29][CH:28]=3)(=[O:25])=[O:26])[CH2:23][C@@:10]1([C:16]1[CH:21]=[CH:20][CH:19]=[CH:18][CH:17]=1)[C:11](=[O:15])[CH:12]=[CH:13]2)[C:3]1[CH:4]=[CH:5][CH:6]=[CH:7][CH:8]=1. The yield is 0.780.